Dataset: Full USPTO retrosynthesis dataset with 1.9M reactions from patents (1976-2016). Task: Predict the reactants needed to synthesize the given product. (1) Given the product [F:1][C:2]1[CH:7]=[C:6]([F:8])[CH:5]=[CH:4][C:3]=1[CH:9]([N:13]1[CH2:18][CH2:17][CH2:16][CH2:15][CH2:14]1)[C:10]([O:12][C@@H:46]1[CH:47]2[CH2:50][CH2:51][N:44]([CH2:49][CH2:48]2)[CH2:45]1)=[O:11], predict the reactants needed to synthesize it. The reactants are: [F:1][C:2]1[CH:7]=[C:6]([F:8])[CH:5]=[CH:4][C:3]=1[CH:9]([N:13]1[CH2:18][CH2:17][CH2:16][CH2:15][CH2:14]1)[C:10]([OH:12])=[O:11].C1CCC(N=C=NC2CCCCC2)CC1.C1C=CC2N(O)N=NC=2C=1.[N:44]12[CH2:51][CH2:50][CH:47]([CH2:48][CH2:49]1)[C@@H:46](O)[CH2:45]2. (2) Given the product [C:1]([O:5][C:6]([N:8]1[CH2:13][CH2:12][N:11]([C:15](=[O:14])[CH2:16][OH:17])[CH2:10][CH2:9]1)=[O:7])([CH3:4])([CH3:2])[CH3:3], predict the reactants needed to synthesize it. The reactants are: [C:1]([O:5][C:6]([N:8]1[CH2:13][CH2:12][NH:11][CH2:10][CH2:9]1)=[O:7])([CH3:4])([CH3:3])[CH3:2].[OH:14][CH2:15][C:16](O)=[O:17].CN(C(ON1N=NC2C=CC=NC1=2)=[N+](C)C)C.F[P-](F)(F)(F)(F)F.C(N(C(C)C)CC)(C)C.